Dataset: Retrosynthesis with 50K atom-mapped reactions and 10 reaction types from USPTO. Task: Predict the reactants needed to synthesize the given product. (1) Given the product CN(C)C1CCN(CC(=O)N2c3ccccc3C(=O)Nc3cccnc32)CC1, predict the reactants needed to synthesize it. The reactants are: CN(C)C1CCNCC1.O=C1Nc2cccnc2N(C(=O)CCl)c2ccccc21. (2) Given the product Nc1ccccc1-c1cc(C(=O)NCC(=O)N2CCN(C(=O)c3ccccc3C(F)(F)F)CC2)n[nH]1, predict the reactants needed to synthesize it. The reactants are: O=C(NCC(=O)N1CCN(C(=O)c2ccccc2C(F)(F)F)CC1)c1cc(-c2ccccc2[N+](=O)[O-])[nH]n1. (3) Given the product COC(=O)c1ccc(-c2ccc(C(C)C(O)(c3ccc(=O)n4ccccc34)C(F)(F)F)c(Cl)c2)cc1F, predict the reactants needed to synthesize it. The reactants are: CC(c1ccc(Br)cc1Cl)C(O)(c1ccc(=O)n2ccccc12)C(F)(F)F.COC(=O)c1ccc(B(O)O)cc1F. (4) Given the product CN1CCN(c2ccc(C(=O)Nc3n[nH]c4ccc(C(O)c5cc(F)cc(F)c5)cc34)c(NC3CCOCC3)c2)CC1, predict the reactants needed to synthesize it. The reactants are: CN1CCN(c2ccc(C(=O)Nc3n[nH]c4ccc(C(=O)c5cc(F)cc(F)c5)cc34)c(NC3CCOCC3)c2)CC1. (5) Given the product CC(C)(C)c1ccc(CN(CCc2ccc(Cl)cc2)C(=O)c2ccc(Cl)c3cc[nH]c23)cc1, predict the reactants needed to synthesize it. The reactants are: CC(C)(C)c1ccc(CNCCc2ccc(Cl)cc2)cc1.O=C(O)c1ccc(Cl)c2cc[nH]c12. (6) The reactants are: N#Cc1cccc(F)c1.Oc1ccc(Cl)cc1. Given the product N#Cc1cccc(Oc2ccc(Cl)cc2)c1, predict the reactants needed to synthesize it. (7) Given the product O=C1NC(=O)N2c3ccccc3C3CCN4CCCC1C4C32, predict the reactants needed to synthesize it. The reactants are: O=C1NC(=O)N2c3ccc(Cl)cc3C3CCN4CCCC1C4C32. (8) Given the product NC(=O)CCC(C(=O)O)N1C(=O)c2cccc(N)c2C1=O, predict the reactants needed to synthesize it. The reactants are: NC(=O)CCC(C(=O)O)N1C(=O)c2cccc([N+](=O)[O-])c2C1=O. (9) Given the product O=Cc1ccc(OCc2nc(C3CCCCN3S(=O)(=O)c3nc4ccccc4[nH]3)no2)cc1, predict the reactants needed to synthesize it. The reactants are: O=S(=O)(c1nc2ccccc2[nH]1)N1CCCCC1c1noc(COc2ccc(CO)cc2)n1.